Predict the product of the given reaction. From a dataset of Forward reaction prediction with 1.9M reactions from USPTO patents (1976-2016). (1) Given the reactants [C:1]([O:5][C:6]([N:8]1[CH2:13][CH2:12][C:11]([NH:17][C:18]([O:20][C:21]([CH3:24])([CH3:23])[CH3:22])=[O:19])([C:14](O)=[O:15])[CH2:10][CH2:9]1)=[O:7])([CH3:4])([CH3:3])[CH3:2].Cl.CN(C)CCCN=C=NCC.ON1C2C=CC=CC=2N=N1.[CH3:47][N:48]1[CH2:53][CH2:52][N:51]([C:54]2[CH:55]=[C:56]([NH2:61])[C:57]([NH2:60])=[CH:58][CH:59]=2)[CH2:50][CH2:49]1, predict the reaction product. The product is: [NH2:61][C:56]1[CH:55]=[C:54]([N:51]2[CH2:52][CH2:53][N:48]([CH3:47])[CH2:49][CH2:50]2)[CH:59]=[CH:58][C:57]=1[NH:60][C:14]([C:11]1([NH:17][C:18]([O:20][C:21]([CH3:22])([CH3:23])[CH3:24])=[O:19])[CH2:10][CH2:9][N:8]([C:6]([O:5][C:1]([CH3:3])([CH3:2])[CH3:4])=[O:7])[CH2:13][CH2:12]1)=[O:15]. (2) Given the reactants BrC1C=CC(NC(=O)C2C=CC(OC)=CC=2)=CC=1.[Br:19][C:20]1[CH:25]=[CH:24][C:23]([NH:26][C:27](=[S:36])[C:28]2[CH:33]=[CH:32][C:31]([O:34]C)=[CH:30][CH:29]=2)=[CH:22][CH:21]=1.COC1C=CC(P2(SP(C3C=CC(OC)=CC=3)(=S)S2)=S)=CC=1.BrC1C=CC(NC(=S)C2C=CC(OC)=CC=2)=CC=1.BrC1C=CC2N=C(C3C=CC(OC)=CC=3)SC=2C=1.[OH-].[Na+], predict the reaction product. The product is: [Br:19][C:20]1[CH:25]=[CH:24][C:23]2[N:26]=[C:27]([C:28]3[CH:33]=[CH:32][C:31]([OH:34])=[CH:30][CH:29]=3)[S:36][C:22]=2[CH:21]=1. (3) Given the reactants [CH3:1][C:2]1[O:3][C:4]([C:7]([CH3:18])([C:9]2[CH:14]=[CH:13][C:12]([N+:15]([O-])=O)=[CH:11][CH:10]=2)[CH3:8])=[N:5][N:6]=1, predict the reaction product. The product is: [CH3:1][C:2]1[O:3][C:4]([C:7]([CH3:18])([C:9]2[CH:10]=[CH:11][C:12]([NH2:15])=[CH:13][CH:14]=2)[CH3:8])=[N:5][N:6]=1. (4) Given the reactants Br[C:2]1[CH:7]=[C:6]([Cl:8])[N:5]=[N:4][C:3]=1[NH2:9].[C:10]([Si:12]([CH3:15])([CH3:14])[CH3:13])#[CH:11].C(N(CC)CC)C, predict the reaction product. The product is: [Cl:8][C:6]1[N:5]=[N:4][C:3]([NH2:9])=[C:2]([C:11]#[C:10][Si:12]([CH3:15])([CH3:14])[CH3:13])[CH:7]=1. (5) Given the reactants [Br:1][C:2]1[CH:20]=[CH:19][C:5]([CH2:6][C:7]2[CH:8]=[N:9][C:10]3[N:11]([N:13]=[CH:14][C:15]=3[C:16]([OH:18])=O)[CH:12]=2)=[CH:4][CH:3]=1.[NH2:21][CH2:22][CH2:23][NH:24][C:25](=[O:31])[O:26][C:27]([CH3:30])([CH3:29])[CH3:28].CN(C(ON1N=NC2C=CC=CC1=2)=[N+](C)C)C.[B-](F)(F)(F)F.C(N(CC)CC)C, predict the reaction product. The product is: [C:27]([O:26][C:25](=[O:31])[NH:24][CH2:23][CH2:22][NH:21][C:16]([C:15]1[CH:14]=[N:13][N:11]2[CH:12]=[C:7]([CH2:6][C:5]3[CH:4]=[CH:3][C:2]([Br:1])=[CH:20][CH:19]=3)[CH:8]=[N:9][C:10]=12)=[O:18])([CH3:30])([CH3:28])[CH3:29]. (6) Given the reactants [Br:1][C:2]1[C:3]([CH3:19])=[C:4]([C:9]2[CH:14]=[CH:13][CH:12]=[C:11]([C:15]([F:18])([F:17])[F:16])[CH:10]=2)[C:5](Cl)=[N:6][CH:7]=1.O.[NH2:21][NH2:22].O.[O:24]1[CH2:29]COCC1, predict the reaction product. The product is: [Br:1][C:2]1[C:3]([CH3:19])=[C:4]([C:9]2[CH:14]=[CH:13][CH:12]=[C:11]([C:15]([F:18])([F:17])[F:16])[CH:10]=2)[C:5]2[N:6]([C:29](=[O:24])[NH:21][N:22]=2)[CH:7]=1. (7) Given the reactants [Cl:1][C:2]1[CH:7]=[CH:6][C:5]([S:8][C:9]2[C:17]3[C:12](=[CH:13][CH:14]=[CH:15][C:16]=3I)[NH:11][C:10]=2[CH3:19])=[CH:4][CH:3]=1.F[C:21](F)(F)[C:22]([OH:24])=[O:23].[CH3:27][C:28]#N.N.Cl, predict the reaction product. The product is: [Cl:1][C:2]1[CH:7]=[CH:6][C:5]([S:8][C:9]2[C:17]3[C:12](=[CH:13][CH:14]=[CH:15][C:16]=3[C:28]3[CH:27]=[CH:4][CH:3]=[CH:2][CH:7]=3)[N:11]([CH2:21][C:22]([OH:24])=[O:23])[C:10]=2[CH3:19])=[CH:4][CH:3]=1.